From a dataset of Full USPTO retrosynthesis dataset with 1.9M reactions from patents (1976-2016). Predict the reactants needed to synthesize the given product. (1) The reactants are: [C:1]([C:3]1[CH:8]=[CH:7][C:6]([C:9]2[N:13]3[CH:14]=[C:15]([C:18]4[CH:26]=[CH:25][C:21]([C:22]([OH:24])=O)=[CH:20][CH:19]=4)[CH:16]=[CH:17][C:12]3=[N:11][CH:10]=2)=[CH:5][CH:4]=1)#[N:2].CN1CCN([C:34]2([CH3:40])[CH2:39][CH2:38][NH:37][CH2:36][CH2:35]2)CC1.CN(C(O[N:49]1N=N[C:51]2C=CC=N[C:50]1=2)=[N+](C)C)C.F[P-](F)(F)(F)(F)F.CN1CCOCC1.C[N:73]([CH:75]=[O:76])C. Given the product [CH3:40][C:34]1([C:75]2[O:76][C:50]([CH3:51])=[N:49][N:73]=2)[CH2:39][CH2:38][N:37]([C:22]([C:21]2[CH:20]=[CH:19][C:18]([C:15]3[CH:16]=[CH:17][C:12]4[N:13]([C:9]([C:6]5[CH:5]=[CH:4][C:3]([C:1]#[N:2])=[CH:8][CH:7]=5)=[CH:10][N:11]=4)[CH:14]=3)=[CH:26][CH:25]=2)=[O:24])[CH2:36][CH2:35]1, predict the reactants needed to synthesize it. (2) Given the product [CH2:21]([O:20][C:12](=[O:19])[CH:13]([C:3]([C:5]1[NH:6][CH:7]=[CH:8][CH:9]=1)=[O:4])[C:14]([O:16][CH2:17][CH3:18])=[O:15])[CH3:22], predict the reactants needed to synthesize it. The reactants are: BrC[C:3]([C:5]1[NH:6][CH:7]=[CH:8][CH:9]=1)=[O:4].[Na+].[I-].[C:12]([O:20][CH2:21][CH3:22])(=[O:19])[CH2:13][C:14]([O:16][CH2:17][CH3:18])=[O:15].[H-].[Na+].[Br-].N[C@H](C(O)=O)CC1C=C2C(C=CC=C2)=CC=1.[Cl-].[NH4+]. (3) Given the product [CH3:3][C:4]1[CH:5]=[CH:6][C:7]([N:21]2[N:22]=[CH:23][CH:24]=[N:25]2)=[C:8]([CH:20]=1)[C:9]([N:11]1[CH2:15][CH2:14][CH2:13][C@H:12]1[C:16]([OH:18])=[O:17])=[O:10], predict the reactants needed to synthesize it. The reactants are: [OH-].[Na+].[CH3:3][C:4]1[CH:5]=[CH:6][C:7]([N:21]2[N:25]=[CH:24][CH:23]=[N:22]2)=[C:8]([CH:20]=1)[C:9]([N:11]1[CH2:15][CH2:14][CH2:13][C@H:12]1[C:16]([O:18]C)=[O:17])=[O:10].